From a dataset of Full USPTO retrosynthesis dataset with 1.9M reactions from patents (1976-2016). Predict the reactants needed to synthesize the given product. (1) Given the product [CH2:10]([O:12][C:13](=[O:17])[CH:14]=[C:15]([O:9][C:6]1[CH:7]=[CH:8][C:3]([O:2][CH3:1])=[CH:4][CH:5]=1)[CH3:16])[CH3:11], predict the reactants needed to synthesize it. The reactants are: [CH3:1][O:2][C:3]1[CH:8]=[CH:7][C:6]([OH:9])=[CH:5][CH:4]=1.[CH2:10]([O:12][C:13](=[O:17])[C:14]#[C:15][CH3:16])[CH3:11].N12CCCN=C1CCCCC2. (2) Given the product [NH2:1][C:4]1[CH:5]=[CH:6][C:7]([S:10]([C:13]2[CH:14]=[C:15]3[C:19](=[CH:20][CH:21]=2)[N:18]([CH3:22])[C:17]2[CH2:23][CH:24]4[NH:28][CH:27]([C:16]3=2)[CH2:26][CH2:25]4)(=[O:12])=[O:11])=[CH:8][CH:9]=1, predict the reactants needed to synthesize it. The reactants are: [N+:1]([C:4]1[CH:9]=[CH:8][C:7]([S:10]([C:13]2[CH:21]=[CH:20][C:19]3[N:18]([CH3:22])[C:17]4[CH2:23][CH:24]5[NH:28][CH:27]([C:16]=4[C:15]=3[C:14]=2C(OC(C)(C)C)=O)[CH2:26][CH2:25]5)(=[O:12])=[O:11])=[CH:6][CH:5]=1)([O-])=O.C(O)(C(F)(F)F)=O. (3) Given the product [CH3:1][N:2]1[CH2:8][CH2:7][CH2:6][N:5]([C:9]2[N:14]=[C:13]([C:15]3[O:19][C:18]([CH:20]=[C:28]4[S:22][C:23](=[S:24])[NH:25][C:26]4=[O:27])=[CH:17][CH:16]=3)[CH:12]=[N:11][CH:10]=2)[CH2:4][CH2:3]1, predict the reactants needed to synthesize it. The reactants are: [CH3:1][N:2]1[CH2:8][CH2:7][CH2:6][N:5]([C:9]2[N:14]=[C:13]([C:15]3[O:19][C:18]([CH:20]=O)=[CH:17][CH:16]=3)[CH:12]=[N:11][CH:10]=2)[CH2:4][CH2:3]1.[S:22]1[CH2:28][C:26](=[O:27])[NH:25][C:23]1=[S:24].N1CCCCC1.O. (4) Given the product [N:22]1[CH:23]=[CH:24][CH:25]=[N:26][C:21]=1[NH:1][CH2:2][CH:3]1[CH2:8][CH2:7][N:6]([C:9]([O:11][CH2:12][C:13]2[CH:14]=[CH:15][C:16]([CH3:19])=[CH:17][CH:18]=2)=[O:10])[CH2:5][CH2:4]1, predict the reactants needed to synthesize it. The reactants are: [NH2:1][CH2:2][CH:3]1[CH2:8][CH2:7][N:6]([C:9]([O:11][CH2:12][C:13]2[CH:18]=[CH:17][C:16]([CH3:19])=[CH:15][CH:14]=2)=[O:10])[CH2:5][CH2:4]1.Cl[C:21]1[N:26]=[CH:25][CH:24]=[CH:23][N:22]=1. (5) The reactants are: C([O:3][C:4]([C:6]1[N:10]([CH2:11][CH2:12][CH2:13][C:14]2[CH:19]=[CH:18][CH:17]=[CH:16][CH:15]=2)[C:9]2[CH:20]=[C:21]([Br:23])[S:22][C:8]=2[C:7]=1[I:24])=[O:5])C.[OH-].[Na+].Cl. Given the product [Br:23][C:21]1[S:22][C:8]2[C:7]([I:24])=[C:6]([C:4]([OH:5])=[O:3])[N:10]([CH2:11][CH2:12][CH2:13][C:14]3[CH:19]=[CH:18][CH:17]=[CH:16][CH:15]=3)[C:9]=2[CH:20]=1, predict the reactants needed to synthesize it.